This data is from Full USPTO retrosynthesis dataset with 1.9M reactions from patents (1976-2016). The task is: Predict the reactants needed to synthesize the given product. (1) Given the product [CH2:1]([O:5][C:6]([C:8]1[C:9]([OH:19])=[C:10]2[C:17]([CH3:18])=[N:16][S:15][C:11]2=[C:12]([C:25]2[CH:26]=[N:27][CH:28]=[CH:29][CH:30]=2)[N:13]=1)=[O:7])[CH2:2][CH2:3][CH3:4], predict the reactants needed to synthesize it. The reactants are: [CH2:1]([O:5][C:6]([C:8]1[C:9]([OH:19])=[C:10]2[C:17]([CH3:18])=[N:16][S:15][C:11]2=[C:12](Br)[N:13]=1)=[O:7])[CH2:2][CH2:3][CH3:4].C([Sn](CCCC)(CCCC)[C:25]1[CH:26]=[N:27][CH:28]=[CH:29][CH:30]=1)CCC. (2) Given the product [F:24][CH:2]([F:1])[C:3]1[N:8]2[N:9]=[CH:10][C:11]([C:12]#[C:13][C:26]3[CH:27]=[CH:28][C:29]([F:36])=[C:30]([S:32]([NH2:35])(=[O:34])=[O:33])[CH:31]=3)=[C:7]2[N:6]=[C:5]([C:14]2[CH:19]=[CH:18][C:17]([C:20]([F:23])([F:22])[F:21])=[CH:16][CH:15]=2)[CH:4]=1, predict the reactants needed to synthesize it. The reactants are: [F:1][CH:2]([F:24])[C:3]1[N:8]2[N:9]=[CH:10][C:11]([C:12]#[CH:13])=[C:7]2[N:6]=[C:5]([C:14]2[CH:19]=[CH:18][C:17]([C:20]([F:23])([F:22])[F:21])=[CH:16][CH:15]=2)[CH:4]=1.Br[C:26]1[CH:27]=[CH:28][C:29]([F:36])=[C:30]([S:32]([NH2:35])(=[O:34])=[O:33])[CH:31]=1. (3) Given the product [S:14]([NH:1][C:2]1[CH:9]=[CH:8][CH:7]=[C:6]([O:10][CH2:11][CH2:12][CH3:13])[C:3]=1[C:4]#[N:5])(=[O:17])(=[O:16])[NH2:15], predict the reactants needed to synthesize it. The reactants are: [NH2:1][C:2]1[CH:9]=[CH:8][CH:7]=[C:6]([O:10][CH2:11][CH2:12][CH3:13])[C:3]=1[C:4]#[N:5].[S:14](Cl)(=[O:17])(=[O:16])[NH2:15]. (4) Given the product [N+:1]([C:4]1[CH:9]=[C:8]([N+:10]([O-:12])=[O:11])[CH:7]=[CH:6][C:5]=1/[N:13]=[N:14]/[C:15]1[C:21]([O:22][CH2:23][CH:24]([CH2:29][CH3:30])[CH2:25][CH2:26][CH2:27][CH3:28])=[CH:20][C:18](/[N:19]=[N:82]/[C:68]2[CH:69]=[CH:70][C:65]([N:64]([CH2:52][CH2:53][CH2:54][CH2:55][CH2:56][CH2:57][CH2:58][CH2:59][CH2:60][CH2:61][CH2:62][CH3:63])[CH2:72][CH2:73][CH:74]([CH3:80])[CH2:75][C:76]([CH3:78])([CH3:77])[CH3:79])=[CH:66][C:67]=2[CH3:71])=[C:17]([O:31][CH2:32][CH:33]([CH2:38][CH3:39])[CH2:34][CH2:35][CH2:36][CH3:37])[CH:16]=1)([O-:3])=[O:2], predict the reactants needed to synthesize it. The reactants are: [N+:1]([C:4]1[CH:9]=[C:8]([N+:10]([O-:12])=[O:11])[CH:7]=[CH:6][C:5]=1[N:13]=[N:14][C:15]1[C:21]([O:22][CH2:23][CH:24]([CH2:29][CH3:30])[CH2:25][CH2:26][CH2:27][CH3:28])=[CH:20][C:18]([NH2:19])=[C:17]([O:31][CH2:32][CH:33]([CH2:38][CH3:39])[CH2:34][CH2:35][CH2:36][CH3:37])[CH:16]=1)([O-:3])=[O:2].N(OS(=O)(=O)O)=O.S(=O)(=O)(O)O.[CH2:52]([N:64]([CH2:72][CH2:73][CH:74]([CH3:80])[CH2:75][C:76]([CH3:79])([CH3:78])[CH3:77])[C:65]1[CH:70]=[CH:69][CH:68]=[C:67]([CH3:71])[CH:66]=1)[CH2:53][CH2:54][CH2:55][CH2:56][CH2:57][CH2:58][CH2:59][CH2:60][CH2:61][CH2:62][CH3:63].S(=O)(=O)(O)[NH2:82]. (5) Given the product [CH3:27][N:28]([CH2:29][CH2:30][C:31]1[CH:36]=[CH:35][CH:34]=[CH:33][CH:32]=1)[S:12]([N:9]1[CH2:10][CH2:11][C:6]2([C:2](=[O:1])[N:3]([C:16]3[CH:21]=[CH:20][C:19]([O:22][C:23]([F:26])([F:25])[F:24])=[CH:18][CH:17]=3)[CH2:4][CH2:5]2)[CH2:7][CH2:8]1)(=[O:14])=[O:13], predict the reactants needed to synthesize it. The reactants are: [O:1]=[C:2]1[C:6]2([CH2:11][CH2:10][N:9]([S:12](Cl)(=[O:14])=[O:13])[CH2:8][CH2:7]2)[CH2:5][CH2:4][N:3]1[C:16]1[CH:21]=[CH:20][C:19]([O:22][C:23]([F:26])([F:25])[F:24])=[CH:18][CH:17]=1.[CH3:27][NH:28][CH2:29][CH2:30][C:31]1[CH:36]=[CH:35][CH:34]=[CH:33][CH:32]=1. (6) Given the product [CH2:1]([O:3][C:4]([C:6]1[N:7]([C:27]2[CH:32]=[CH:31][C:30]([O:33][CH:34]([CH3:35])[CH3:36])=[CH:29][CH:28]=2)[C:8]2[C:13]([C:14]=1[NH:15][CH2:16][C:37](=[O:39])[CH3:38])=[CH:12][C:11]([C:17]1[CH:22]=[CH:21][C:20]([C:23]([CH3:26])([CH3:25])[CH3:24])=[CH:19][CH:18]=1)=[CH:10][CH:9]=2)=[O:5])[CH3:2], predict the reactants needed to synthesize it. The reactants are: [CH2:1]([O:3][C:4]([C:6]1[N:7]([C:27]2[CH:32]=[CH:31][C:30]([O:33][CH:34]([CH3:36])[CH3:35])=[CH:29][CH:28]=2)[C:8]2[C:13]([C:14]=1[NH:15][CH3:16])=[CH:12][C:11]([C:17]1[CH:22]=[CH:21][C:20]([C:23]([CH3:26])([CH3:25])[CH3:24])=[CH:19][CH:18]=1)=[CH:10][CH:9]=2)=[O:5])[CH3:2].[C:37](Cl)(=[O:39])[CH3:38].C(N(CC)CC)C.Cl. (7) Given the product [Cl:27][C:26]1[C:21]([C:8]2[CH:9]=[C:10]([C:13]([F:14])([F:15])[F:16])[CH:11]=[CH:12][C:7]=2[C:5]([OH:4])=[O:6])=[N:22][CH:23]=[CH:24][CH:25]=1, predict the reactants needed to synthesize it. The reactants are: CC([O:4][C:5]([C:7]1[CH:12]=[CH:11][C:10]([C:13]([F:16])([F:15])[F:14])=[CH:9][C:8]=1B(O)O)=[O:6])C.Cl[C:21]1[C:26]([Cl:27])=[CH:25][CH:24]=[CH:23][N:22]=1.C([O-])([O-])=O.[Na+].[Na+].[Li+].[OH-]. (8) Given the product [C:3]([C:4]1[CH:9]=[C:8]([F:10])[CH:7]=[CH:6][C:5]=1[F:11])#[CH:2], predict the reactants needed to synthesize it. The reactants are: Cl[C:2](Cl)=[CH:3][C:4]1[CH:9]=[C:8]([F:10])[CH:7]=[CH:6][C:5]=1[F:11].C([Li])CCC. (9) Given the product [C:46]1([C@H:49]([NH:66][C:52]2[C:51]3[CH:59]=[C:58]([CH:60]([CH:61]4[CH2:62][CH2:2][N:1]([CH2:7][CH2:8][C:9]([NH2:28])=[O:11])[CH2:6][CH2:5]4)[C:65]4[CH:14]=[CH:12][CH:13]=[CH:63][CH:64]=4)[NH:57][C:56]=3[N:55]=[CH:54][N:53]=2)[CH3:50])[CH:45]=[CH:44][CH:43]=[CH:48][CH:47]=1, predict the reactants needed to synthesize it. The reactants are: [N:1]1([CH2:7][CH2:8][C:9]([OH:11])=O)[CH2:6][CH2:5]CC[CH2:2]1.[CH:12](N(CC)C(C)C)([CH3:14])[CH3:13].F[B-](F)(F)F.O=C1C=CC=C[N:28]1OC(N(C)C)=[N+](C)C.NC[C:43]1[CH:48]=[CH:47][C:46]([C:49]2[NH:66][C:52]3[N:53]=[CH:54][N:55]=[C:56]([NH:57][C@@H:58]([C:60]4[CH:65]=[CH:64][CH:63]=[CH:62][CH:61]=4)[CH3:59])[C:51]=3[CH:50]=2)=[CH:45][CH:44]=1.